Dataset: Reaction yield outcomes from USPTO patents with 853,638 reactions. Task: Predict the reaction yield, written as a fraction of the theoretical maximum amount of product (1.0 means a 100% yield; for example, 0.34 means a 34% yield). (1) The reactants are [NH2:1][C:2]1[CH:7]=[CH:6][CH:5]=[CH:4][CH:3]=1.N1C=CC=CC=1.[C:14](Cl)(=[O:24])[CH2:15][CH2:16][CH2:17][CH2:18][CH2:19][CH2:20][CH2:21][CH2:22][CH3:23].Cl. The catalyst is C(Cl)Cl. The product is [C:2]1([NH:1][C:14](=[O:24])[CH2:15][CH2:16][CH2:17][CH2:18][CH2:19][CH2:20][CH2:21][CH2:22][CH3:23])[CH:7]=[CH:6][CH:5]=[CH:4][CH:3]=1. The yield is 0.910. (2) The reactants are O.C1(C)C=CC(S(O)(=O)=O)=CC=1.[NH2:13][C@H:14]([C:16]([OH:18])=[O:17])[CH3:15].[CH:19]1(O)[CH2:26][CH2:25][CH2:24][CH2:23][CH2:22][CH2:21][CH2:20]1. The catalyst is C1(C)C=CC=CC=1. The product is [NH2:13][C@@H:14]([CH3:15])[C:16]([O:18][CH:19]1[CH2:26][CH2:25][CH2:24][CH2:23][CH2:22][CH2:21][CH2:20]1)=[O:17]. The yield is 0.680. (3) The reactants are [S:1]1[CH:5]=[CH:4][CH:3]=[C:2]1[CH2:6][CH2:7][CH2:8][OH:9].N1C=CN=C1.[Si:15](Cl)([C:18]([CH3:21])([CH3:20])[CH3:19])([CH3:17])[CH3:16].O. The catalyst is ClCCl. The product is [C:18]([Si:15]([CH3:17])([CH3:16])[O:9][CH2:8][CH2:7][CH2:6][C:2]1[S:1][CH:5]=[CH:4][CH:3]=1)([CH3:21])([CH3:20])[CH3:19]. The yield is 0.870.